From a dataset of Reaction yield outcomes from USPTO patents with 853,638 reactions. Predict the reaction yield, written as a fraction of the theoretical maximum amount of product (1.0 means a 100% yield; for example, 0.34 means a 34% yield). The reactants are [CH:1]1[C:6]([OH:7])=[CH:5][CH:4]=[C:3]([Br:8])[CH:2]=1.[CH3:9][CH:10](Br)[CH2:11][CH2:12][CH2:13][CH2:14][CH3:15].[I-].[Na+].C(=O)([O-])[O-].[K+].[K+]. The catalyst is CN(C)C=O.CCCCCC.O. The product is [Br:8][C:3]1[CH:4]=[CH:5][C:6]([O:7][CH:10]([CH3:9])[CH2:11][CH2:12][CH2:13][CH2:14][CH3:15])=[CH:1][CH:2]=1. The yield is 0.600.